This data is from Full USPTO retrosynthesis dataset with 1.9M reactions from patents (1976-2016). The task is: Predict the reactants needed to synthesize the given product. (1) Given the product [OH:8][C:9]1([CH2:15][N:16]2[C:21](=[O:22])[C:20]3[CH:23]=[N:24][N:25]([CH3:26])[C:19]=3[N:18]=[CH:17]2)[CH2:14][CH2:13][N:12]([C:28](=[O:27])[C:29]2[CH:37]=[CH:36][C:32]([CH2:33][OH:34])=[CH:31][CH:30]=2)[CH2:11][CH2:10]1, predict the reactants needed to synthesize it. The reactants are: FC(F)(F)C(O)=O.[OH:8][C:9]1([CH2:15][N:16]2[C:21](=[O:22])[C:20]3[CH:23]=[N:24][N:25]([CH3:26])[C:19]=3[N:18]=[CH:17]2)[CH2:14][CH2:13][NH:12][CH2:11][CH2:10]1.[OH:27][CH2:28][C:29]1[CH:37]=[CH:36][C:32]([C:33](O)=[O:34])=[CH:31][CH:30]=1.CN(C(ON1N=NC2C=CC=NC1=2)=[N+](C)C)C.F[P-](F)(F)(F)(F)F.C(N(CC)CC)C. (2) Given the product [CH:3]1[N:7]2[C:8]3[CH:27]=[CH:26][CH:25]=[CH:24][C:9]=3[CH2:10][CH2:11][C@@H:12]([NH:13][C:14](=[O:23])[O:15][CH2:16][C:17]3[CH:22]=[CH:21][CH:20]=[CH:19][CH:18]=3)[C:6]2=[N:5][CH:4]=1, predict the reactants needed to synthesize it. The reactants are: CO[CH:3](OC)[CH2:4][NH:5][C:6]1[CH:12]([NH:13][C:14](=[O:23])[O:15][CH2:16][C:17]2[CH:22]=[CH:21][CH:20]=[CH:19][CH:18]=2)[CH2:11][CH2:10][C:9]2[CH:24]=[CH:25][CH:26]=[CH:27][C:8]=2[N:7]=1.C(O)=O. (3) Given the product [CH3:1][C:2]1[C:15]([NH:16][C:17]2[NH:20][C:21]3[C:22]([N:45]=2)=[N:23][C:24]([O:40][CH2:41][CH:42]([F:44])[F:43])=[C:25]([C:26](=[O:27])[NH:28][C@H:29]2[CH2:30][CH2:31][C@H:32]([C:35]([F:37])([F:36])[F:38])[CH2:33][CH2:34]2)[CH:39]=3)=[C:14]([CH3:19])[CH:13]=[CH:12][C:3]=1[CH2:4][NH:5][C:6](=[O:11])[C:7]([CH3:10])([CH3:9])[CH3:8], predict the reactants needed to synthesize it. The reactants are: [CH3:1][C:2]1[C:15]([N:16]=[C:17]=S)=[C:14]([CH3:19])[CH:13]=[CH:12][C:3]=1[CH2:4][NH:5][C:6](=[O:11])[C:7]([CH3:10])([CH3:9])[CH3:8].[NH2:20][C:21]1[C:22]([NH2:45])=[N:23][C:24]([O:40][CH2:41][CH:42]([F:44])[F:43])=[C:25]([CH:39]=1)[C:26]([NH:28][C@H:29]1[CH2:34][CH2:33][C@H:32]([C:35]([F:38])([F:37])[F:36])[CH2:31][CH2:30]1)=[O:27].CC(C)N=C=NC(C)C. (4) Given the product [C:1]([O:5][C:6]([NH:8][CH:9]1[C:16](=[O:17])[N:15]2[CH:10]1[S:11][CH2:12][C:13](/[CH:34]=[CH:35]/[O:36][S:48]([C:47]([F:60])([F:59])[F:46])(=[O:50])=[O:49])=[C:14]2[C:18]([O:20][CH:21]([C:28]1[CH:33]=[CH:32][CH:31]=[CH:30][CH:29]=1)[C:22]1[CH:23]=[CH:24][CH:25]=[CH:26][CH:27]=1)=[O:19])=[O:7])([CH3:4])([CH3:3])[CH3:2], predict the reactants needed to synthesize it. The reactants are: [C:1]([O:5][C:6]([NH:8][CH:9]1[C:16](=[O:17])[N:15]2[CH:10]1[S:11][CH2:12][C:13]([CH2:34][CH:35]=[O:36])=[C:14]2[C:18]([O:20][CH:21]([C:28]1[CH:33]=[CH:32][CH:31]=[CH:30][CH:29]=1)[C:22]1[CH:27]=[CH:26][CH:25]=[CH:24][CH:23]=1)=[O:19])=[O:7])([CH3:4])([CH3:3])[CH3:2].C(N(CC)C(C)C)(C)C.[F:46][C:47]([F:60])([F:59])[S:48](O[S:48]([C:47]([F:60])([F:59])[F:46])(=[O:50])=[O:49])(=[O:50])=[O:49].